From a dataset of CYP2C9 inhibition data for predicting drug metabolism from PubChem BioAssay. Regression/Classification. Given a drug SMILES string, predict its absorption, distribution, metabolism, or excretion properties. Task type varies by dataset: regression for continuous measurements (e.g., permeability, clearance, half-life) or binary classification for categorical outcomes (e.g., BBB penetration, CYP inhibition). Dataset: cyp2c9_veith. (1) The drug is CN1CCN(c2ccnc(-c3cccc(NS(C)(=O)=O)c3)n2)CC1. The result is 0 (non-inhibitor). (2) The compound is C[C@@]12CCC(=O)C=C1CC[C@H]1[C@@H]2[C@@H](O)C[C@]2(C)[C@@H]1CC[C@@]2(O)C(=O)CO. The result is 0 (non-inhibitor). (3) The drug is N[C@@H](Cc1[nH]nc2ccccc12)C(=O)O. The result is 0 (non-inhibitor). (4) The compound is COc1ccc(S(=O)(=O)N2CC3C4C=CC(C4)C3C2)cc1. The result is 1 (inhibitor). (5) The result is 1 (inhibitor). The molecule is Cc1cc(N2CCOCC2)ccc1/C=C1\SC(=O)N(C(C)C)C1=O. (6) The drug is COc1cc(O)c(C(=O)/C=C\c2ccc3c(c2)OCO3)c(OC)c1. The result is 1 (inhibitor). (7) The result is 1 (inhibitor). The compound is Cc1oc(/C=N/NC(=O)CN(c2ccccc2Br)S(C)(=O)=O)cc1Br. (8) The molecule is CCOC(=O)/C(C#N)=C1/SC(CC)C(=O)N1c1ccc(Br)cc1. The result is 1 (inhibitor). (9) The result is 0 (non-inhibitor). The compound is CCCn1c(N)[n+](CC(=O)c2ccco2)c2ccccc21.[Br-].